Regression. Given a peptide amino acid sequence and an MHC pseudo amino acid sequence, predict their binding affinity value. This is MHC class I binding data. From a dataset of Peptide-MHC class I binding affinity with 185,985 pairs from IEDB/IMGT. The peptide sequence is SMLCWLGMT. The MHC is HLA-B51:01 with pseudo-sequence HLA-B51:01. The binding affinity (normalized) is 0.0847.